From a dataset of Full USPTO retrosynthesis dataset with 1.9M reactions from patents (1976-2016). Predict the reactants needed to synthesize the given product. (1) The reactants are: BrC1C=C([C@H:8]([S:16][CH2:17][CH2:18][CH2:19][C:20]2[CH:25]=[CH:24][CH:23]=[CH:22][C:21]=2[C:26]([OH:29])([CH3:28])[CH3:27])[C:9]2([CH2:12][C:13]([OH:15])=[O:14])[CH2:11][CH2:10]2)C=CC=1.[Cl:30][C:31]1[CH:40]=[C:39]2[C:34]([CH:35]=[CH:36][C:37]([CH:41]=[CH2:42])=[N:38]2)=[CH:33][CH:32]=1.[C:43]1(C)[CH:48]=[CH:47][CH:46]=[CH:45][C:44]=1P([C:43]1[CH:48]=[CH:47][CH:46]=[CH:45][C:44]=1C)[C:43]1[CH:48]=[CH:47][CH:46]=[CH:45][C:44]=1C.CCN(CC)CC.C(O)(=O)CC(CC(O)=O)(C(O)=O)O. Given the product [CH3:27][C:26]([OH:29])([C:21]1[CH:22]=[CH:23][CH:24]=[CH:25][C:20]=1[CH2:19][CH2:18][C@@H:17]([S:16][CH2:8][C:9]1([CH2:12][C:13]([OH:15])=[O:14])[CH2:11][CH2:10]1)[C:43]1[CH:44]=[CH:45][CH:46]=[C:47](/[CH:42]=[CH:41]/[C:37]2[CH:36]=[CH:35][C:34]3[CH:33]=[CH:32][C:31]([Cl:30])=[CH:40][C:39]=3[N:38]=2)[CH:48]=1)[CH3:28], predict the reactants needed to synthesize it. (2) Given the product [F:1][C:2]1[CH:3]=[C:4]([C:12]2[CH:13]=[C:14]([C:15]([F:18])([F:17])[F:16])[N:23]3[N:24]=[CH:25][C:26]([C:27]#[N:28])=[C:22]3[N:21]=2)[CH:5]=[CH:6][C:7]=1[C:8]([F:11])([F:10])[F:9], predict the reactants needed to synthesize it. The reactants are: [F:1][C:2]1[CH:3]=[C:4]([C:12](=O)[CH2:13][C:14](=O)[C:15]([F:18])([F:17])[F:16])[CH:5]=[CH:6][C:7]=1[C:8]([F:11])([F:10])[F:9].[NH2:21][C:22]1[C:26]([C:27]#[N:28])=[CH:25][NH:24][N:23]=1. (3) Given the product [Cl-:1].[CH3:5][O:4][CH2:3][CH2:2][N+:7]([CH3:9])([CH3:8])[CH3:6], predict the reactants needed to synthesize it. The reactants are: [Cl:1][CH2:2][CH2:3][O:4][CH3:5].[CH3:6][N:7]([CH3:9])[CH3:8]. (4) The reactants are: [F:1][C:2]1[CH:7]=[C:6]([CH:8](O)[CH:9]([CH2:13][C:14]2[CH:19]=[CH:18][CH:17]=[C:16]([O:20][C:21]([F:26])([F:25])[CH:22]([F:24])[F:23])[CH:15]=2)C(O)=O)[CH:5]=[CH:4][N:3]=1.C1(P(N=[N+]=[N-])(C2C=CC=CC=2)=[O:35])C=CC=CC=1.C([N:47]([CH2:50]C)CC)C.[OH2:52]. Given the product [F:1][C:2]1[CH:7]=[C:6]([CH:8]2[O:52][C:50](=[O:35])[NH:47][CH:9]2[CH2:13][C:14]2[CH:19]=[CH:18][CH:17]=[C:16]([O:20][C:21]([F:25])([F:26])[CH:22]([F:23])[F:24])[CH:15]=2)[CH:5]=[CH:4][N:3]=1, predict the reactants needed to synthesize it. (5) Given the product [NH2:1][C:2]1[N:3]=[CH:4][C:5]2[CH2:11][N:10]([C:12]3[CH:20]=[CH:19][C:15]([C:16]([NH:54][C:55]4[CH:56]=[C:57]([CH3:61])[CH:58]=[CH:59][CH:60]=4)=[O:18])=[CH:14][CH:13]=3)[CH2:9][CH2:8][C:6]=2[N:7]=1, predict the reactants needed to synthesize it. The reactants are: [NH2:1][C:2]1[N:3]=[CH:4][C:5]2[CH2:11][N:10]([C:12]3[CH:20]=[CH:19][C:15]([C:16]([OH:18])=O)=[CH:14][CH:13]=3)[CH2:9][CH2:8][C:6]=2[N:7]=1.C(N(CC)C(C)C)(C)C.CN(C(ON1N=NC2C=CC=CC1=2)=[N+](C)C)C.F[P-](F)(F)(F)(F)F.[NH2:54][C:55]1[CH:60]=[CH:59][CH:58]=[C:57]([CH3:61])[CH:56]=1. (6) Given the product [CH2:10]([C:9]1[N:21]([C:15]2[CH:20]=[CH:19][CH:18]=[CH:17][CH:16]=2)[N:22]=[C:2]([C:3]([O:5][CH2:6][CH3:7])=[O:4])[CH:8]=1)[CH:11]([CH3:13])[CH3:12], predict the reactants needed to synthesize it. The reactants are: O/[C:2](=[CH:8]\[C:9](=O)[CH2:10][CH:11]([CH3:13])[CH3:12])/[C:3]([O:5][CH2:6][CH3:7])=[O:4].[C:15]1([NH:21][NH2:22])[CH:20]=[CH:19][CH:18]=[CH:17][CH:16]=1.CCCCCC.CCOC(C)=O. (7) Given the product [ClH:16].[OH:15][CH:13]([C:2]1([OH:1])[CH2:5][NH:4][CH2:3]1)[CH3:14], predict the reactants needed to synthesize it. The reactants are: [OH:1][C:2]1([CH:13]([OH:15])[CH3:14])[CH2:5][N:4](C(OC(C)(C)C)=O)[CH2:3]1.[ClH:16].O1CCOCC1. (8) Given the product [CH3:10][C:9]1[CH:11]=[C:4]([OH:12])[CH:5]=[C:6]([O:7][C:2]2[NH:1][N:15]=[N:14][N:13]=2)[CH:8]=1, predict the reactants needed to synthesize it. The reactants are: [N:1]#[C:2]Br.[C:4]1([OH:12])[CH:11]=[C:9]([CH3:10])[CH:8]=[C:6]([OH:7])[CH:5]=1.[N-:13]=[N+:14]=[N-:15].[Na+].C([O-])(O)=O.[Na+]. (9) Given the product [Cl:15][C:16]1[CH:22]=[C:21]([Cl:23])[CH:20]=[C:19]([Cl:24])[C:17]=1[CH2:4][C:5](=[O:6])[CH3:7], predict the reactants needed to synthesize it. The reactants are: C([O:4][C:5]([CH3:7])=[CH2:6])(=O)C.N(OC(C)(C)C)=O.[Cl:15][C:16]1[CH:22]=[C:21]([Cl:23])[CH:20]=[C:19]([Cl:24])[C:17]=1N. (10) Given the product [Br:1][C:2]1[CH:7]=[CH:6][C:5]([NH:8][C:9](=[S:24])[C:10]2[CH:15]=[CH:14][C:13]([S:16]([CH3:19])(=[O:18])=[O:17])=[CH:12][C:11]=2[F:20])=[C:4]([F:22])[CH:3]=1, predict the reactants needed to synthesize it. The reactants are: [Br:1][C:2]1[CH:7]=[CH:6][C:5]([NH:8][C:9](=O)[C:10]2[CH:15]=[CH:14][C:13]([S:16]([CH3:19])(=[O:18])=[O:17])=[CH:12][C:11]=2[F:20])=[C:4]([F:22])[CH:3]=1.P12(SP3(SP(SP(S3)(S1)=S)(=S)S2)=S)=[S:24].